Task: Predict the reaction yield, written as a fraction of the theoretical maximum amount of product (1.0 means a 100% yield; for example, 0.34 means a 34% yield).. Dataset: Reaction yield outcomes from USPTO patents with 853,638 reactions (1) The reactants are [NH2:1][C:2]1[CH:10]=[C:6]([C:7]([OH:9])=[O:8])[C:5]([OH:11])=[CH:4][CH:3]=1.C(N(CC)CC)C.[CH2:19](Br)[C:20]1[CH:25]=[CH:24][CH:23]=[CH:22][CH:21]=1. The catalyst is CN(C=O)C. The product is [CH2:19]([NH:1][C:2]1[CH:10]=[C:6]([C:7]([OH:9])=[O:8])[C:5]([OH:11])=[CH:4][CH:3]=1)[C:20]1[CH:25]=[CH:24][CH:23]=[CH:22][CH:21]=1. The yield is 0.730. (2) The reactants are [Cl:1][C:2]1[C:3]([F:44])=[C:4]([C@@H:8]2[C@:12]([C:15]3[CH:20]=[CH:19][C:18]([Cl:21])=[CH:17][C:16]=3[F:22])([C:13]#[N:14])[C@H:11]([CH2:23][C:24]([CH3:27])([CH3:26])[CH3:25])[NH:10][C@H:9]2[C:28]([NH:30][C:31]2[CH:43]=[CH:42][C:34]3[NH:35][C:36]([C:38]([O:40]C)=[O:39])=[N:37][C:33]=3[CH:32]=2)=[O:29])[CH:5]=[CH:6][CH:7]=1.O.[OH-].[Li+].Cl. The catalyst is C1COCC1.O. The product is [Cl:1][C:2]1[C:3]([F:44])=[C:4]([C@@H:8]2[C@:12]([C:15]3[CH:20]=[CH:19][C:18]([Cl:21])=[CH:17][C:16]=3[F:22])([C:13]#[N:14])[C@H:11]([CH2:23][C:24]([CH3:27])([CH3:25])[CH3:26])[NH:10][C@H:9]2[C:28]([NH:30][C:31]2[CH:43]=[CH:42][C:34]3[NH:35][C:36]([C:38]([OH:40])=[O:39])=[N:37][C:33]=3[CH:32]=2)=[O:29])[CH:5]=[CH:6][CH:7]=1. The yield is 0.436. (3) The reactants are C(O[C:6]([N:8]([CH3:39])[C@H:9]([CH2:23][O:24][C:25](=[O:38])[NH:26][C:27]1[N:28]=[CH:29][C:30]2[C:35]([CH:36]=1)=[CH:34][C:33]([F:37])=[CH:32][CH:31]=2)[CH2:10][C:11]1[N:12]=[CH:13][N:14](C(OC(C)(C)C)=O)[CH:15]=1)=[O:7])(C)(C)C.Cl.CCN(C(C)C)C(C)C.[Cl:50][C:51]1[C:70]([F:71])=[CH:69][CH:68]=[CH:67][C:52]=1[CH2:53][NH:54]C(=O)OC1C=CC([N+]([O-])=O)=CC=1. The catalyst is C1COCC1. The product is [F:37][C:33]1[CH:32]=[C:31]2[C:30](=[CH:35][CH:34]=1)[CH:29]=[N:28][C:27]([NH:26][C:25](=[O:38])[O:24][CH2:23][C@@H:9]([N:8]([CH3:39])[C:6]([NH:54][CH2:53][C:52]1[CH:67]=[CH:68][CH:69]=[C:70]([F:71])[C:51]=1[Cl:50])=[O:7])[CH2:10][C:11]1[N:12]=[CH:13][NH:14][CH:15]=1)=[CH:36]2. The yield is 0.130. (4) The reactants are [OH:1][C:2]1[CH:7]=[CH:6][C:5]([C:8]([C:10]2[CH:15]=[CH:14][CH:13]=[C:12]([CH3:16])[CH:11]=2)=[O:9])=[CH:4][CH:3]=1.Cl[C:18]1[C:27]2[C:22](=[CH:23][C:24]([O:30][CH3:31])=[C:25]([O:28][CH3:29])[CH:26]=2)[N:21]=[CH:20][CH:19]=1.C(=O)([O-])O.[Na+]. The yield is 0.450. The catalyst is C1(C)C(C)=CC=CC=1.CN(C)C1C=CN=CC=1. The product is [CH3:29][O:28][C:25]1[CH:26]=[C:27]2[C:22](=[CH:23][C:24]=1[O:30][CH3:31])[N:21]=[CH:20][CH:19]=[C:18]2[O:1][C:2]1[CH:3]=[CH:4][C:5]([C:8]([C:10]2[CH:15]=[CH:14][CH:13]=[C:12]([CH3:16])[CH:11]=2)=[O:9])=[CH:6][CH:7]=1. (5) The reactants are [OH:1][C@@:2]1([C:9]#[C:10][C:11]2[CH:12]=[C:13]([C:17]3[N:22]=[C:21]([C:23](OC)=[O:24])[CH:20]=[C:19]([N:27]4[C:31]([CH3:32])=[CH:30][CH:29]=[N:28]4)[CH:18]=3)[CH:14]=[CH:15][CH:16]=2)[CH2:6][CH2:5][N:4]([CH3:7])[C:3]1=[O:8].[NH3:33]. No catalyst specified. The product is [OH:1][C@@:2]1([C:9]#[C:10][C:11]2[CH:12]=[C:13]([C:17]3[N:22]=[C:21]([C:23]([NH2:33])=[O:24])[CH:20]=[C:19]([N:27]4[C:31]([CH3:32])=[CH:30][CH:29]=[N:28]4)[CH:18]=3)[CH:14]=[CH:15][CH:16]=2)[CH2:6][CH2:5][N:4]([CH3:7])[C:3]1=[O:8]. The yield is 0.280. (6) The reactants are [F:1][C:2]1[CH:3]=[C:4]([C@@H:9]2[CH2:13][N:12]([CH2:14][CH2:15][O:16][CH3:17])[CH2:11][C@H:10]2[NH:18][C:19]([NH:21][C:22]2[N:26]([C:27]3[CH:32]=[CH:31][CH:30]=[CH:29][CH:28]=3)[N:25]=[C:24]([C:33]3[CH:34]=[N:35][N:36]([CH2:38][CH2:39][O:40][CH3:41])[CH:37]=3)[CH:23]=2)=[O:20])[CH:5]=[CH:6][C:7]=1[F:8].[Cl:42]N1C(=O)CCC1=O.CC1C=CC(S([O-])(=O)=O)=CC=1.[NH+]1C=CC=CC=1. The catalyst is C(Cl)Cl. The product is [Cl:42][C:23]1[C:24]([C:33]2[CH:34]=[N:35][N:36]([CH2:38][CH2:39][O:40][CH3:41])[CH:37]=2)=[N:25][N:26]([C:27]2[CH:32]=[CH:31][CH:30]=[CH:29][CH:28]=2)[C:22]=1[NH:21][C:19]([NH:18][C@H:10]1[C@H:9]([C:4]2[CH:5]=[CH:6][C:7]([F:8])=[C:2]([F:1])[CH:3]=2)[CH2:13][N:12]([CH2:14][CH2:15][O:16][CH3:17])[CH2:11]1)=[O:20]. The yield is 0.350. (7) The reactants are [Cl:1][C:2]1[CH:7]=[C:6]([O:8][C:9]2[C:10]3[N:17]([CH3:18])[CH:16]=[CH:15][C:11]=3[N:12]=[CH:13][N:14]=2)[CH:5]=[CH:4][C:3]=1[NH:19][C:20]([NH:22][C:23]1[CH:28]=[C:27]([C:29]([F:32])([F:31])[F:30])[CH:26]=[CH:25][N:24]=1)=[O:21].[CH3:33][S:34]([OH:37])(=[O:36])=[O:35]. The catalyst is C(O)C.CN(C)C=O. The product is [CH3:33][S:34]([OH:37])(=[O:36])=[O:35].[Cl:1][C:2]1[CH:7]=[C:6]([O:8][C:9]2[C:10]3[N:17]([CH3:18])[CH:16]=[CH:15][C:11]=3[N:12]=[CH:13][N:14]=2)[CH:5]=[CH:4][C:3]=1[NH:19][C:20]([NH:22][C:23]1[CH:28]=[C:27]([C:29]([F:30])([F:32])[F:31])[CH:26]=[CH:25][N:24]=1)=[O:21]. The yield is 0.400.